Dataset: Reaction yield outcomes from USPTO patents with 853,638 reactions. Task: Predict the reaction yield, written as a fraction of the theoretical maximum amount of product (1.0 means a 100% yield; for example, 0.34 means a 34% yield). (1) The reactants are O.[OH-].[Cs+].[Cl:4][C:5]1[N:10]=[C:9]([CH2:11][S:12]([CH3:21])(=[O:20])=[N:13]C(=O)C(F)(F)F)[CH:8]=[C:7]([N:22]2[CH2:27][CH2:26][O:25][CH2:24][C@H:23]2[CH3:28])[N:6]=1.Br[CH2:30][CH2:31]Br. The catalyst is [Br-].C([N+](CCCCCCCC)(CCCCCCCC)CCCCCCCC)CCCCCCC.CN1C2C(N=C(N)NC=2NCC1CNC1C=CC(C(NC(C(O)=O)CCC(O)=O)=O)=CC=1)=O. The product is [Cl:4][C:5]1[N:6]=[C:7]([N:22]2[CH2:27][CH2:26][O:25][CH2:24][C@H:23]2[CH3:28])[CH:8]=[C:9]([C:11]2([S@@:12]([CH3:21])(=[NH:13])=[O:20])[CH2:31][CH2:30]2)[N:10]=1. The yield is 0.440. (2) The reactants are [CH:1]1([N:5]2[CH2:10][CH2:9][N:8]([C:11]([C:13]3[CH:14]=[C:15]4[C:19](=[CH:20][CH:21]=3)[NH:18][C:17]([C:22]([N:24]3[CH2:29][CH2:28][S:27](=[O:31])(=[O:30])[CH2:26][CH2:25]3)=[O:23])=[CH:16]4)=[O:12])[CH2:7][CH2:6]2)[CH2:4][CH2:3][CH2:2]1.[Cl:32][C:33]1[CH:38]=[CH:37][C:36](B(O)O)=[CH:35][N:34]=1.N1C=CC=CC=1. The catalyst is ClCCl.C([O-])(=O)C.[Cu+2].C([O-])(=O)C. The product is [Cl:32][C:33]1[N:34]=[CH:35][C:36]([N:18]2[C:19]3[C:15](=[CH:14][C:13]([C:11]([N:8]4[CH2:7][CH2:6][N:5]([CH:1]5[CH2:2][CH2:3][CH2:4]5)[CH2:10][CH2:9]4)=[O:12])=[CH:21][CH:20]=3)[CH:16]=[C:17]2[C:22]([N:24]2[CH2:29][CH2:28][S:27](=[O:30])(=[O:31])[CH2:26][CH2:25]2)=[O:23])=[CH:37][CH:38]=1. The yield is 0.540. (3) The reactants are C(OC([N:11]1[CH2:16][CH2:15][N:14]([C:17]2[CH:40]=[CH:39][C:20]3[C:21]4[N:25]([CH2:26][CH2:27][O:28][C:19]=3[CH:18]=2)[CH:24]=[C:23]([C:29]2[N:30]([CH2:34][C:35]([F:38])([F:37])[F:36])[N:31]=[CH:32][N:33]=2)[N:22]=4)[C@H:13]([C:41](=[O:43])[NH2:42])[CH2:12]1)=O)C1C=CC=CC=1. The catalyst is [Pd]. The product is [F:37][C:35]([F:36])([F:38])[CH2:34][N:30]1[C:29]([C:23]2[N:22]=[C:21]3[C:20]4[CH:39]=[CH:40][C:17]([N:14]5[CH2:15][CH2:16][NH:11][CH2:12][C@H:13]5[C:41]([NH2:42])=[O:43])=[CH:18][C:19]=4[O:28][CH2:27][CH2:26][N:25]3[CH:24]=2)=[N:33][CH:32]=[N:31]1. The yield is 0.200.